Task: Predict the reactants needed to synthesize the given product.. Dataset: Full USPTO retrosynthesis dataset with 1.9M reactions from patents (1976-2016) (1) Given the product [Cl:1][C:2]1[CH:3]=[C:4]([C:9]([SH:33])([C:27]([F:30])([F:29])[F:28])[CH2:10][C:11]([C:13]2[CH:25]=[CH:24][C:16]([C:17]([NH:19][CH:20]3[CH2:23][S:22][CH2:21]3)=[O:18])=[C:15]([CH3:26])[CH:14]=2)=[O:12])[CH:5]=[C:6]([Cl:8])[CH:7]=1, predict the reactants needed to synthesize it. The reactants are: [Cl:1][C:2]1[CH:3]=[C:4](/[C:9](/[C:27]([F:30])([F:29])[F:28])=[CH:10]\[C:11]([C:13]2[CH:25]=[CH:24][C:16]([C:17]([NH:19][CH:20]3[CH2:23][S:22][CH2:21]3)=[O:18])=[C:15]([CH3:26])[CH:14]=2)=[O:12])[CH:5]=[C:6]([Cl:8])[CH:7]=1.C(O)(=[S:33])C.C(N(CC)CC)C. (2) Given the product [Cl:1][C:2]1[CH:3]=[CH:4][C:5]2[N:18]=[C:19]([CH3:20])[N:9]3[C:10]4[CH:11]=[CH:12][CH:13]=[C:14]([F:17])[C:15]=4[CH:16]=[C:8]3[C:6]=2[N:7]=1, predict the reactants needed to synthesize it. The reactants are: [Cl:1][C:2]1[N:7]=[C:6]([C:8]2[NH:9][C:10]3[C:15]([CH:16]=2)=[C:14]([F:17])[CH:13]=[CH:12][CH:11]=3)[C:5]([NH2:18])=[CH:4][CH:3]=1.[C:19](OCC)(OCC)(OCC)[CH3:20].Cl. (3) Given the product [CH3:38][C:37]([CH3:40])([CH3:39])[C:36]([O:42][CH2:43][O:6][C:5](=[O:7])[C:4]1[CH:8]=[CH:9][CH:10]=[C:11]([CH2:12][CH:13]([NH:27][C:28](=[O:35])[CH2:29][NH:30][C:31]([O:33][CH3:34])=[O:32])[B:14]2[O:22][CH:21]3[C:16]([CH3:26])([CH:17]4[CH2:23][CH:19]([CH2:20]3)[C:18]4([CH3:25])[CH3:24])[O:15]2)[C:3]=1[O:2][CH3:1])=[O:41], predict the reactants needed to synthesize it. The reactants are: [CH3:1][O:2][C:3]1[C:11]([CH2:12][CH:13]([NH:27][C:28](=[O:35])[CH2:29][NH:30][C:31]([O:33][CH3:34])=[O:32])[B:14]2[O:22][CH:21]3[C:16]([CH3:26])([CH:17]4[CH2:23][CH:19]([CH2:20]3)[C:18]4([CH3:25])[CH3:24])[O:15]2)=[CH:10][CH:9]=[CH:8][C:4]=1[C:5]([OH:7])=[O:6].[C:36]([O:42][CH2:43]Cl)(=[O:41])[C:37]([CH3:40])([CH3:39])[CH3:38]. (4) Given the product [C:23]([O:22][C:20]([N:17]1[CH2:18][CH2:19][C@@H:14]([NH:13][C:12]([NH:11][C:8]2[CH:9]=[N:10][C:5]([C:4]([F:32])([F:33])[F:3])=[CH:6][CH:7]=2)=[O:31])[CH2:15][C@@H:16]1[C:27]([OH:29])=[O:28])=[O:21])([CH3:26])([CH3:24])[CH3:25], predict the reactants needed to synthesize it. The reactants are: [Li+].[OH-].[F:3][C:4]([F:33])([F:32])[C:5]1[N:10]=[CH:9][C:8]([NH:11][C:12](=[O:31])[NH:13][C@@H:14]2[CH2:19][CH2:18][N:17]([C:20]([O:22][C:23]([CH3:26])([CH3:25])[CH3:24])=[O:21])[C@@H:16]([C:27]([O:29]C)=[O:28])[CH2:15]2)=[CH:7][CH:6]=1.Cl. (5) The reactants are: [NH2:1][C:2]1[CH:29]=[CH:28][C:5]([CH2:6][N:7]2[CH2:12][CH2:11][CH:10]([NH:13][C:14]([C:16]3[O:17][C:18]4[C:23]([C:24](=[O:26])[CH:25]=3)=[CH:22][CH:21]=[C:20]([F:27])[CH:19]=4)=[O:15])[CH2:9][CH2:8]2)=[CH:4][C:3]=1[F:30].C(OC([NH:38][CH2:39][CH2:40][C:41](O)=[O:42])=O)(C)(C)C.CCN=C=NCCCN(C)C.C1C=CC2N(O)N=NC=2C=1.CN1CCOCC1. Given the product [NH2:38][CH2:39][CH2:40][C:41]([NH:1][C:2]1[CH:29]=[CH:28][C:5]([CH2:6][N:7]2[CH2:12][CH2:11][CH:10]([NH:13][C:14]([C:16]3[O:17][C:18]4[C:23]([C:24](=[O:26])[CH:25]=3)=[CH:22][CH:21]=[C:20]([F:27])[CH:19]=4)=[O:15])[CH2:9][CH2:8]2)=[CH:4][C:3]=1[F:30])=[O:42], predict the reactants needed to synthesize it. (6) Given the product [OH:17][C@H:16]([C:18]1[CH:27]=[CH:26][C:21]2[C:22](=[O:25])[O:23][CH2:24][C:20]=2[C:19]=1[CH3:28])[CH2:15][N:9]1[CH2:10][CH2:11][N:12]([C:50](=[O:51])[CH2:49][C:46]2[CH:47]=[N:48][C:43]([N:38]3[CH:42]=[N:41][N:40]=[N:39]3)=[CH:44][CH:45]=2)[CH:13]2[CH:8]1[CH2:14]2, predict the reactants needed to synthesize it. The reactants are: OC(C(F)(F)F)=O.[CH:8]12[CH2:14][CH:13]1[NH:12][CH2:11][CH2:10][N:9]2[CH2:15][C@@H:16]([C:18]1[CH:27]=[CH:26][C:21]2[C:22](=[O:25])[O:23][CH2:24][C:20]=2[C:19]=1[CH3:28])[OH:17].CCN(C(C)C)C(C)C.[N:38]1([C:43]2[N:48]=[CH:47][C:46]([CH2:49][C:50](O)=[O:51])=[CH:45][CH:44]=2)[CH:42]=[N:41][N:40]=[N:39]1.CN(C(ON1N=NC2C=CC=NC1=2)=[N+](C)C)C.F[P-](F)(F)(F)(F)F. (7) Given the product [C:15]1([C:13]2[C:14]3[N:9]([CH:8]=[CH:7][C:6]=3[C:4]([OH:5])=[O:3])[CH:10]=[CH:11][CH:12]=2)[CH:16]=[CH:17][CH:18]=[CH:19][CH:20]=1, predict the reactants needed to synthesize it. The reactants are: C([O:3][C:4]([C:6]1[CH:7]=[CH:8][N:9]2[C:14]=1[C:13]([C:15]1[CH:20]=[CH:19][CH:18]=[CH:17][CH:16]=1)=[CH:12][CH:11]=[CH:10]2)=[O:5])C.[OH-].[Na+].